From a dataset of Reaction yield outcomes from USPTO patents with 853,638 reactions. Predict the reaction yield, written as a fraction of the theoretical maximum amount of product (1.0 means a 100% yield; for example, 0.34 means a 34% yield). (1) The reactants are [F:1][C:2]1[CH:9]=[C:8]([OH:10])[CH:7]=[CH:6][C:3]=1[C:4]#N.[OH-:11].[Na+].Cl.[OH2:14]. No catalyst specified. The product is [F:1][C:2]1[CH:9]=[C:8]([OH:10])[CH:7]=[CH:6][C:3]=1[C:4]([OH:14])=[O:11]. The yield is 1.00. (2) The reactants are C1(P(C2C=CC=CC=2)C2C=CC=CC=2)C=CC=CC=1.[NH2:20][C:21]1[CH:25]=[C:24]([OH:26])[NH:23][N:22]=1.[O:27]1[CH:31]=[CH:30][C:29]([CH2:32]O)=[CH:28]1. The catalyst is ClCCl. The product is [O:27]1[CH:31]=[CH:30][C:29]([CH2:32][O:26][C:24]2[NH:23][N:22]=[C:21]([NH2:20])[CH:25]=2)=[CH:28]1. The yield is 0.0350. (3) The reactants are C[O:2][CH:3]=[C:4]1[CH2:7][C:6]2([CH2:12][CH2:11][N:10]([C:13]([O:15][CH2:16][C:17]3[CH:22]=[CH:21][CH:20]=[CH:19][CH:18]=3)=[O:14])[CH2:9][CH2:8]2)[CH2:5]1.Cl. The catalyst is C(#N)C. The product is [CH:3]([CH:4]1[CH2:5][C:6]2([CH2:8][CH2:9][N:10]([C:13]([O:15][CH2:16][C:17]3[CH:18]=[CH:19][CH:20]=[CH:21][CH:22]=3)=[O:14])[CH2:11][CH2:12]2)[CH2:7]1)=[O:2]. The yield is 0.960. (4) The reactants are [H-].[Al+3].[Li+].[H-].[H-].[H-].[CH3:7][O:8][C:9]1[CH:10]=[C:11]([CH:14]=[CH:15][C:16]=1[F:17])[C:12]#[N:13]. The catalyst is O1CCCC1. The product is [CH3:7][O:8][C:9]1[CH:10]=[C:11]([CH:14]=[CH:15][C:16]=1[F:17])[CH2:12][NH2:13]. The yield is 0.860. (5) The product is [Cl:17][C:14]1[CH:15]=[CH:16][C:11]([C@@H:10]2[C@@H:9]([OH:27])[C@H:8]([CH2:31][OH:32])[C@@H:7]([OH:36])[C@H:6]([OH:40])[C@H:5]2[OH:4])=[CH:12][C:13]=1[CH2:18][C:19]1[CH:20]=[CH:21][C:22]([CH2:25][CH3:26])=[CH:23][CH:24]=1. The yield is 0.900. The catalyst is CO. The reactants are C([O:4][C@H:5]1[C@H:10]([C:11]2[CH:16]=[CH:15][C:14]([Cl:17])=[C:13]([CH2:18][C:19]3[CH:24]=[CH:23][C:22]([CH2:25][CH3:26])=[CH:21][CH:20]=3)[CH:12]=2)[C@@H:9]([O:27]C(=O)C)[C@H:8]([CH2:31][O:32]C(=O)C)[C@@H:7]([O:36]C(=O)C)[C@@H:6]1[O:40]C(=O)C)(=O)C.[OH-].[Na+].Cl. (6) The reactants are [Br:1][C:2]1[C:10]2[O:9][CH:8]([C:11]([OH:13])=[O:12])[O:7][C:6]=2[CH:5]=[C:4]([F:14])[CH:3]=1.[CH3:15][Si](C=[N+]=[N-])(C)C. The catalyst is C(Cl)Cl. The product is [CH3:15][O:12][C:11]([CH:8]1[O:7][C:6]2[CH:5]=[C:4]([F:14])[CH:3]=[C:2]([Br:1])[C:10]=2[O:9]1)=[O:13]. The yield is 0.350. (7) The product is [Cl:1][C:2]1[N:7]=[CH:6][C:5]([NH:8][C:10]2[CH:18]=[CH:17][C:16]([CH3:19])=[CH:15][C:11]=2[C:12]([OH:14])=[O:13])=[CH:4][CH:3]=1. The catalyst is COCCOC. The yield is 0.460. The reactants are [Cl:1][C:2]1[N:7]=[CH:6][C:5]([NH2:8])=[CH:4][CH:3]=1.Br[C:10]1[CH:18]=[CH:17][C:16]([CH3:19])=[CH:15][C:11]=1[C:12]([OH:14])=[O:13].C([O-])([O-])=O.[K+].[K+].O. (8) The reactants are [NH2:1][CH2:2][C:3]1[CH:8]=[CH:7][C:6]([C:9]([NH:11][C:12]2[CH:17]=[CH:16][CH:15]=[CH:14][C:13]=2[C:18](=[O:27])[NH:19][C:20]2[CH:25]=[CH:24][C:23]([Cl:26])=[CH:22][N:21]=2)=[O:10])=[CH:5][CH:4]=1.[CH3:28][N:29]1[CH2:33][CH2:32][N:31]=[C:30]1SC.CCN(CC)CC. The catalyst is N1C=CC=CC=1. The product is [Cl:26][C:23]1[CH:24]=[CH:25][C:20]([NH:19][C:18]([C:13]2[CH:14]=[CH:15][CH:16]=[CH:17][C:12]=2[NH:11][C:9]([C:6]2[CH:5]=[CH:4][C:3]([CH2:2][NH:1][C:30]3[N:29]([CH3:28])[CH2:33][CH2:32][N:31]=3)=[CH:8][CH:7]=2)=[O:10])=[O:27])=[N:21][CH:22]=1. The yield is 0.650. (9) The reactants are [H-].[Al+3].[Li+].[H-].[H-].[H-].[Cl:7][C:8]1[CH:9]=[CH:10][C:11]([S:16][CH2:17][CH3:18])=[C:12]([CH:15]=1)[C:13]#[N:14].O. The catalyst is C1COCC1. The product is [Cl:7][C:8]1[CH:9]=[CH:10][C:11]([S:16][CH2:17][CH3:18])=[C:12]([CH:15]=1)[CH2:13][NH2:14]. The yield is 0.850.